This data is from Catalyst prediction with 721,799 reactions and 888 catalyst types from USPTO. The task is: Predict which catalyst facilitates the given reaction. Reactant: [CH3:1][C:2]([C:4](Cl)=[O:5])=[CH2:3].[Al+3].[Cl-].[Cl-].[Cl-].[CH2:11]1[C:20]2[C:15](=[CH:16][CH:17]=[CH:18][CH:19]=2)[CH2:14][CH2:13][CH2:12]1. Product: [CH3:1][CH:2]1[C:4](=[O:5])[C:13]2=[CH:14][C:15]3[CH2:16][CH2:17][CH2:18][CH2:19][C:20]=3[CH:11]=[C:12]2[CH2:3]1. The catalyst class is: 2.